From a dataset of Catalyst prediction with 721,799 reactions and 888 catalyst types from USPTO. Predict which catalyst facilitates the given reaction. (1) Reactant: [CH3:1][C:2]1[CH:3]=[C:4]([C:8]2[N:9]([C:17]3[CH:22]=[CH:21][C:20]([S:23]([NH2:26])(=[O:25])=[O:24])=[CH:19][CH:18]=3)[CH:10]=[C:11]([C:13]([F:16])([F:15])[F:14])[N:12]=2)[CH:5]=[N:6][CH:7]=1.[C:27](OC(=O)C)(=[O:29])[CH3:28].C(N(CC)CC)C. Product: [CH3:1][C:2]1[CH:3]=[C:4]([C:8]2[N:9]([C:17]3[CH:18]=[CH:19][C:20]([S:23]([NH:26][C:27](=[O:29])[CH3:28])(=[O:25])=[O:24])=[CH:21][CH:22]=3)[CH:10]=[C:11]([C:13]([F:14])([F:16])[F:15])[N:12]=2)[CH:5]=[N:6][CH:7]=1. The catalyst class is: 850. (2) Reactant: C(OC([N:8]1[CH2:13][CH2:12][CH2:11][CH2:10][C@H:9]1[CH2:14][NH:15][C:16]1[CH:25]=[N:24][C:23]2[C:18](=[CH:19][C:20]([F:27])=[C:21]([F:26])[CH:22]=2)[N:17]=1)=O)(C)(C)C. Product: [F:26][C:21]1[CH:22]=[C:23]2[C:18](=[CH:19][C:20]=1[F:27])[N:17]=[C:16]([NH:15][CH2:14][C@@H:9]1[CH2:10][CH2:11][CH2:12][CH2:13][NH:8]1)[CH:25]=[N:24]2. The catalyst class is: 55.